From a dataset of Forward reaction prediction with 1.9M reactions from USPTO patents (1976-2016). Predict the product of the given reaction. (1) Given the reactants [C:1]([N:5]1[C:9]2[N:10]=[CH:11][N:12]=[CH:13][C:8]=2[C:7]([C:14]([C:16]2[CH:21]=[C:20](Cl)[CH:19]=[CH:18][N:17]=2)=[O:15])=[CH:6]1)([CH3:4])([CH3:3])[CH3:2].[C:23](=[NH:36])([C:30]1[CH:35]=[CH:34][CH:33]=[CH:32][CH:31]=1)[C:24]1[CH:29]=[CH:28][CH:27]=[CH:26][CH:25]=1.C(=O)([O-])[O-].[Cs+].[Cs+].C1C=CC(P(C2C(C3C(P(C4C=CC=CC=4)C4C=CC=CC=4)=CC=C4C=3C=CC=C4)=C3C(C=CC=C3)=CC=2)C2C=CC=CC=2)=CC=1, predict the reaction product. The product is: [C:23](=[N:36][C:20]1[CH:19]=[CH:18][N:17]=[C:16]([C:14]([C:7]2[C:8]3[CH:13]=[N:12][CH:11]=[N:10][C:9]=3[N:5]([C:1]([CH3:4])([CH3:3])[CH3:2])[CH:6]=2)=[O:15])[CH:21]=1)([C:30]1[CH:31]=[CH:32][CH:33]=[CH:34][CH:35]=1)[C:24]1[CH:29]=[CH:28][CH:27]=[CH:26][CH:25]=1. (2) The product is: [NH2:1][C:4]1[CH:5]=[C:6]([C:10]2[S:14][C:13]([N:15]3[CH2:20][CH2:19][CH:18]([C:21]([O:23][CH2:24][CH3:25])=[O:22])[CH2:17][CH2:16]3)=[N:12][CH:11]=2)[CH:7]=[CH:8][CH:9]=1. Given the reactants [N+:1]([C:4]1[CH:5]=[C:6]([C:10]2[S:14][C:13]([N:15]3[CH2:20][CH2:19][CH:18]([C:21]([O:23][CH2:24][CH3:25])=[O:22])[CH2:17][CH2:16]3)=[N:12][CH:11]=2)[CH:7]=[CH:8][CH:9]=1)([O-])=O, predict the reaction product. (3) Given the reactants [O:1]=[S:2]1(=[O:28])[C:8]2[CH:9]=[C:10]([OH:15])[C:11]([O:13][CH3:14])=[CH:12][C:7]=2[N:6]([C:16]2[CH:21]=[CH:20][CH:19]=[CH:18][CH:17]=2)[CH2:5][C:4]([CH2:24][CH2:25][CH2:26][CH3:27])([CH2:22][CH3:23])[CH2:3]1.Br[CH2:30][C:31]([O:33][CH2:34][CH3:35])=[O:32].C(=O)([O-])[O-].[Na+].[Na+], predict the reaction product. The product is: [O:28]=[S:2]1(=[O:1])[C:8]2[CH:9]=[C:10]([O:15][CH2:30][C:31]([O:33][CH2:34][CH3:35])=[O:32])[C:11]([O:13][CH3:14])=[CH:12][C:7]=2[N:6]([C:16]2[CH:17]=[CH:18][CH:19]=[CH:20][CH:21]=2)[CH2:5][C:4]([CH2:24][CH2:25][CH2:26][CH3:27])([CH2:22][CH3:23])[CH2:3]1.